Predict the product of the given reaction. From a dataset of Forward reaction prediction with 1.9M reactions from USPTO patents (1976-2016). (1) The product is: [F:20][C:21]1[CH:26]=[C:25]([S:27]([CH3:30])(=[O:29])=[O:28])[CH:24]=[CH:23][C:22]=1[N:31]1[CH2:36][CH2:35][N:34]([C:17]([C:7]2[CH:6]=[C:5]([S:2]([CH3:1])(=[O:3])=[O:4])[CH:10]=[CH:9][C:8]=2[C:11]2[CH:12]=[CH:13][CH:14]=[CH:15][CH:16]=2)=[O:19])[CH2:33][CH2:32]1. Given the reactants [CH3:1][S:2]([C:5]1[CH:6]=[C:7]([C:17]([OH:19])=O)[C:8]([C:11]2[CH:16]=[CH:15][CH:14]=[CH:13][CH:12]=2)=[CH:9][CH:10]=1)(=[O:4])=[O:3].[F:20][C:21]1[CH:26]=[C:25]([S:27]([CH3:30])(=[O:29])=[O:28])[CH:24]=[CH:23][C:22]=1[N:31]1[CH2:36][CH2:35][NH:34][CH2:33][CH2:32]1, predict the reaction product. (2) Given the reactants C[O-].[Na+].Cl.[CH3:5][CH:6]([CH3:10])[C:7]([NH2:9])=[NH:8].C([O:13][C:14](=O)[CH2:15][C:16](=O)[C:17]([F:20])([F:19])[F:18])C, predict the reaction product. The product is: [CH:6]([C:7]1[N:9]=[C:14]([OH:13])[CH:15]=[C:16]([C:17]([F:20])([F:19])[F:18])[N:8]=1)([CH3:10])[CH3:5]. (3) Given the reactants [CH2:1]1[C:9]2[C:4](=[CH:5][CH:6]=[CH:7][CH:8]=2)[CH2:3][CH:2]1[OH:10].C(N(C(C)C)CC)(C)C.[CH3:20][S:21](Cl)(=[O:23])=[O:22].CN(C1C=CC=CN=1)C, predict the reaction product. The product is: [CH2:1]1[C:9]2[C:4](=[CH:5][CH:6]=[CH:7][CH:8]=2)[CH2:3][CH:2]1[O:10][S:21]([CH3:20])(=[O:23])=[O:22]. (4) The product is: [CH2:1]([O:8][C:9](=[O:34])[C@H:10]([NH:26][C:27]([O:29][C:30]([CH3:32])([CH3:31])[CH3:33])=[O:28])[CH2:11][C:12]1[C:20]2[C:15](=[CH:16][CH:17]=[CH:18][CH:19]=2)[N:14]([CH3:21])[CH:13]=1)[C:2]1[CH:7]=[CH:6][CH:5]=[CH:4][CH:3]=1. Given the reactants [CH2:1]([O:8][C:9](=[O:34])[C@H:10]([NH:26][C:27]([O:29][C:30]([CH3:33])([CH3:32])[CH3:31])=[O:28])[CH2:11][C:12]1[C:20]2[C:15](=[CH:16][CH:17]=[CH:18][CH:19]=2)[N:14]([CH2:21]CCCC)[CH:13]=1)[C:2]1[CH:7]=[CH:6][CH:5]=[CH:4][CH:3]=1.IC.C(=O)([O-])[O-].[Cs+].[Cs+], predict the reaction product. (5) Given the reactants Cl[C:2]1[CH:7]=[CH:6][C:5]([N+:8]([O-:10])=[O:9])=[CH:4][C:3]=1[N+:11]([O-:13])=[O:12].[CH3:14][N:15]1[CH2:19][CH2:18][CH2:17][CH:16]1[CH2:20][CH2:21][NH2:22], predict the reaction product. The product is: [N+:11]([C:3]1[CH:4]=[C:5]([N+:8]([O-:10])=[O:9])[CH:6]=[CH:7][C:2]=1[NH:22][CH2:21][CH2:20][CH:16]1[CH2:17][CH2:18][CH2:19][N:15]1[CH3:14])([O-:13])=[O:12]. (6) The product is: [Cl:1][C:2]1[S:3][C:4]([C:10]2[CH:15]=[CH:14][CH:13]=[CH:12][CH:11]=2)=[CH:5][C:6]=1[C:7]([N:23]1[CH2:24][CH2:25][CH2:26][O:20][CH2:21][CH2:22]1)=[O:9]. Given the reactants [Cl:1][C:2]1[S:3][C:4]([C:10]2[CH:15]=[CH:14][CH:13]=[CH:12][CH:11]=2)=[CH:5][C:6]=1[C:7]([OH:9])=O.C(Cl)CCl.[O:20]1[CH2:26][CH2:25][CH2:24][NH:23][CH2:22][CH2:21]1.O, predict the reaction product. (7) Given the reactants CS[C:3]1[O:4][C:5]2[CH:11]=[CH:10][CH:9]=[CH:8][C:6]=2[N:7]=1, predict the reaction product. The product is: [O:4]1[C:5]2[CH:11]=[CH:10][CH:9]=[CH:8][C:6]=2[N:7]=[C:3]1[NH:7][CH2:6][CH2:5][OH:4]. (8) Given the reactants [NH2:1][C:2]1[CH:7]=[CH:6][CH:5]=[CH:4][C:3]=1[C:8]([C:10]1[CH:15]=[CH:14][C:13]([Cl:16])=[CH:12][C:11]=1[Cl:17])=[O:9].Cl[S:19]([C:22]1[CH:30]=[CH:29][C:25]([C:26]([OH:28])=[O:27])=[CH:24][CH:23]=1)(=[O:21])=[O:20], predict the reaction product. The product is: [Cl:17][C:11]1[CH:12]=[C:13]([Cl:16])[CH:14]=[CH:15][C:10]=1[C:8]([C:3]1[CH:4]=[CH:5][CH:6]=[CH:7][C:2]=1[NH:1][S:19]([C:22]1[CH:23]=[CH:24][C:25]([C:26]([OH:28])=[O:27])=[CH:29][CH:30]=1)(=[O:21])=[O:20])=[O:9]. (9) Given the reactants [Cl:1][C:2]1[CH:7]=[C:6]([Cl:8])[CH:5]=[CH:4][C:3]=1[C:9]1[CH:14]=[C:13]([C:15]([F:18])([F:17])[F:16])[NH:12][C:11](=O)[N:10]=1.O=P(Cl)(Cl)[Cl:22], predict the reaction product. The product is: [Cl:22][C:11]1[N:10]=[C:9]([C:3]2[CH:4]=[CH:5][C:6]([Cl:8])=[CH:7][C:2]=2[Cl:1])[CH:14]=[C:13]([C:15]([F:18])([F:17])[F:16])[N:12]=1.